Regression/Classification. Given a drug SMILES string, predict its absorption, distribution, metabolism, or excretion properties. Task type varies by dataset: regression for continuous measurements (e.g., permeability, clearance, half-life) or binary classification for categorical outcomes (e.g., BBB penetration, CYP inhibition). Dataset: cyp2d6_veith. From a dataset of CYP2D6 inhibition data for predicting drug metabolism from PubChem BioAssay. (1) The drug is O=C(Nc1ncn[nH]1)c1ccc([N+](=O)[O-])cc1[N+](=O)[O-]. The result is 0 (non-inhibitor). (2) The compound is Cc1cccn2c(/C=N/OCc3ccc(F)cc3)c(-c3ccc(Cl)cc3)nc12. The result is 0 (non-inhibitor). (3) The molecule is CN1CCc2[nH]nc(-c3n[nH]c4c3CN(C)CC4)c2C1. The result is 0 (non-inhibitor). (4) The molecule is C[C@@H]1O[C@@H](O[C@H]2C[C@@H](O)[C@]3(CO)[C@@H]4[C@@H](O)C[C@]5(C)[C@H](C6=CC(=O)OC6)CC[C@@]5(O)[C@H]4CC[C@@]3(O)C2)[C@H](O)[C@H](O)[C@@H]1O. The result is 0 (non-inhibitor). (5) The compound is COC(=O)[C@@]1(Cc2ccc(OC)cc2)[C@H]2c3cc(C(=O)N4CCCC4)n(Cc4ccc(O)c(OC)c4)c3C[C@H]2CN1C(=O)c1ccccc1. The result is 0 (non-inhibitor).